From a dataset of NCI-60 drug combinations with 297,098 pairs across 59 cell lines. Regression. Given two drug SMILES strings and cell line genomic features, predict the synergy score measuring deviation from expected non-interaction effect. Drug 1: CS(=O)(=O)C1=CC(=C(C=C1)C(=O)NC2=CC(=C(C=C2)Cl)C3=CC=CC=N3)Cl. Drug 2: CC1OCC2C(O1)C(C(C(O2)OC3C4COC(=O)C4C(C5=CC6=C(C=C35)OCO6)C7=CC(=C(C(=C7)OC)O)OC)O)O. Cell line: MCF7. Synergy scores: CSS=37.3, Synergy_ZIP=2.86, Synergy_Bliss=3.58, Synergy_Loewe=-8.04, Synergy_HSA=5.13.